From a dataset of Catalyst prediction with 721,799 reactions and 888 catalyst types from USPTO. Predict which catalyst facilitates the given reaction. (1) Reactant: [CH3:1][C:2]([C:11]1[CH:12]=[CH:13][C:14]([OH:17])=[CH:15][CH:16]=1)([C:4]1[CH:5]=[CH:6][C:7]([OH:10])=[CH:8][CH:9]=1)[CH3:3].C1([O:24][P:25](Cl)(Cl)=[O:26])C=CC=CC=1.[Cl-].[Al+3].[Cl-].[Cl-].[OH-:33].[K+].C1([OH:41])C=CC=CC=1. Product: [CH3:3][C:2]([C:4]1[CH:5]=[CH:6][C:7]([OH:10])=[CH:8][CH:9]=1)([C:11]1[CH:12]=[CH:13][C:14]([OH:17])=[CH:15][CH:16]=1)[CH3:1].[P:25]([O-:26])([O-:41])([O-:24])=[O:33]. The catalyst class is: 61. (2) Reactant: [CH2:1]([C@H:8]1[CH2:13][CH2:12][N:11]([CH2:14][CH2:15][S:16]([C:19]2[CH:24]=[CH:23][C:22]([O:25][P:26](=[O:43])([O:35]CC3C=CC=CC=3)[O:27]CC3C=CC=CC=3)=[CH:21][CH:20]=2)(=[O:18])=[O:17])[CH2:10][C@H:9]1[OH:44])[C:2]1[CH:7]=[CH:6][CH:5]=[CH:4][CH:3]=1. Product: [CH2:1]([C@H:8]1[CH2:13][CH2:12][N:11]([CH2:14][CH2:15][S:16]([C:19]2[CH:20]=[CH:21][C:22]([O:25][P:26](=[O:27])([OH:35])[OH:43])=[CH:23][CH:24]=2)(=[O:18])=[O:17])[CH2:10][C@H:9]1[OH:44])[C:2]1[CH:3]=[CH:4][CH:5]=[CH:6][CH:7]=1. The catalyst class is: 24. (3) Product: [CH2:21]([N:5]1[CH:6]=[C:2]([I:1])[C:3]([CH:7]([CH3:9])[CH3:8])=[N:4]1)[C:22]1[CH:27]=[CH:26][CH:25]=[CH:24][CH:23]=1. Reactant: [I:1][C:2]1[C:3]([CH:7]([CH3:9])[CH3:8])=[N:4][NH:5][CH:6]=1.CC(C)([O-])C.[K+].O1CCCC1.[CH2:21](Br)[C:22]1[CH:27]=[CH:26][CH:25]=[CH:24][CH:23]=1. The catalyst class is: 6. (4) Reactant: N([O-])=[O:2].[Na+].[CH3:5][C:6]1[N:15]=[C:14]([CH3:16])[CH:13]=[C:12]2[C:7]=1[CH:8]=[C:9]([C:18]1[CH:23]=[CH:22][CH:21]=[CH:20][CH:19]=1)[C:10](N)=[N:11]2.Cl. Product: [CH3:5][C:6]1[N:15]=[C:14]([CH3:16])[CH:13]=[C:12]2[C:7]=1[CH:8]=[C:9]([C:18]1[CH:23]=[CH:22][CH:21]=[CH:20][CH:19]=1)[C:10](=[O:2])[NH:11]2. The catalyst class is: 6.